The task is: Predict which catalyst facilitates the given reaction.. This data is from Catalyst prediction with 721,799 reactions and 888 catalyst types from USPTO. (1) Reactant: Br[CH:2]([CH2:6][CH2:7][CH2:8][CH3:9])[C:3]([OH:5])=[O:4].[F:10][C:11]1[CH:16]=[C:15]([F:17])[CH:14]=[CH:13][C:12]=1[OH:18].[NH2:19][C:20]1[S:21][CH:22]=[CH:23][N:24]=1. Product: [F:10][C:11]1[CH:16]=[C:15]([F:17])[CH:14]=[CH:13][C:12]=1[O:18][CH:2]([CH2:6][CH2:7][CH2:8][CH3:9])[C:3]([OH:5])=[O:4].[F:10][C:11]1[CH:16]=[C:15]([F:17])[CH:14]=[CH:13][C:12]=1[O:18][CH:2]([CH2:6][CH2:7][CH2:8][CH3:9])[C:3]([NH:19][C:20]1[S:21][CH:22]=[CH:23][N:24]=1)=[O:4]. The catalyst class is: 1. (2) Reactant: [F:1][C:2]1[CH:7]=[CH:6][C:5]([N:8]2[C:11](=[O:12])[C@H:10]([S:13][CH2:14][CH:15]([C:17]3[CH:22]=[CH:21][C:20]([F:23])=[CH:19][CH:18]=3)[OH:16])[C@H:9]2[C:24]2[CH:43]=[CH:42][C:27]([O:28][CH2:29][C:30]([NH:32][C@H:33]([C:39]([OH:41])=O)[CH2:34][CH2:35][C:36](=[O:38])[NH2:37])=[O:31])=[CH:26][CH:25]=2)=[CH:4][CH:3]=1.Cl.[NH2:45][C@@H:46]([C:54]([O:56]C(C)(C)C)=[O:55])[CH2:47][C:48]1[CH:53]=[CH:52][CH:51]=[CH:50][CH:49]=1.CN1CCOCC1.CN(C(ON1N=NC2C=CC=CC1=2)=[N+](C)C)C.[B-](F)(F)(F)F. Product: [F:1][C:2]1[CH:3]=[CH:4][C:5]([N:8]2[C:11](=[O:12])[C@H:10]([S:13][CH2:14][CH:15]([C:17]3[CH:18]=[CH:19][C:20]([F:23])=[CH:21][CH:22]=3)[OH:16])[C@H:9]2[C:24]2[CH:25]=[CH:26][C:27]([O:28][CH2:29][C:30]([NH:32][C@H:33]([C:39]([NH:45][C@@H:46]([C:54]([OH:56])=[O:55])[CH2:47][C:48]3[CH:53]=[CH:52][CH:51]=[CH:50][CH:49]=3)=[O:41])[CH2:34][CH2:35][C:36](=[O:38])[NH2:37])=[O:31])=[CH:42][CH:43]=2)=[CH:6][CH:7]=1. The catalyst class is: 583. (3) The catalyst class is: 2. Reactant: C(O)(C(F)(F)F)=O.C(OC([NH:15][C@H:16]([CH2:21][CH2:22][C:23](=O)[CH3:24])[C:17]([O:19][CH3:20])=[O:18])=O)(C)(C)C. Product: [CH3:24][C:23]1[CH2:22][CH2:21][C@H:16]([C:17]([O:19][CH3:20])=[O:18])[N:15]=1. (4) Reactant: [N:1]1[CH:6]=[CH:5][CH:4]=[C:3]([C:7]2[CH:8]=[C:9]3[C:14](=[CH:15][CH:16]=2)[NH:13][C:12](=S)[CH2:11][CH2:10]3)[CH:2]=1.[CH:18]([NH:20][NH2:21])=O.C1(O)CCCCC1.[F:29][C:30]([F:35])([F:34])[C:31]([OH:33])=[O:32]. Product: [F:29][C:30]([F:35])([F:34])[C:31]([OH:33])=[O:32].[N:1]1[CH:6]=[CH:5][CH:4]=[C:3]([C:7]2[CH:8]=[C:9]3[C:14](=[CH:15][CH:16]=2)[N:13]2[CH:18]=[N:20][N:21]=[C:12]2[CH2:11][CH2:10]3)[CH:2]=1. The catalyst class is: 16.